From a dataset of Forward reaction prediction with 1.9M reactions from USPTO patents (1976-2016). Predict the product of the given reaction. (1) The product is: [CH3:1][C:2]1[C:8](=[O:9])[C:7]2[N:10]3[C@@:14]([O:21][CH3:22])([C@H:15]([CH2:16][O:17][C:18]([NH2:20])=[O:19])[C:6]=2[C:4](=[O:5])[C:3]=1[NH2:24])[C@H:13]1[NH:23][C@H:12]1[CH2:11]3.[CH3:7][N:10]([C:14]1[CH:15]=[CH:6][CH:4]=[CH:3][N:24]=1)[CH3:11]. Given the reactants [CH3:1][C:2]1[C:8](=[O:9])[C:7]2[N:10]3[C@@:14]([O:21][CH3:22])([C@H:15]([CH2:16][O:17][C:18]([NH2:20])=[O:19])[C:6]=2[C:4](=[O:5])[C:3]=1[NH2:24])[C@H:13]1[NH:23][C@H:12]1[CH2:11]3, predict the reaction product. (2) Given the reactants [CH2:1]([O:8][C:9]([NH:11][C@@H:12]([CH2:20][S:21][CH2:22][C@H:23]([O:39][C:40](=[O:52])[NH:41][CH2:42][CH2:43][CH2:44][CH2:45][CH2:46][CH2:47][CH2:48][CH2:49][CH2:50][CH3:51])[CH2:24][O:25][C:26](=[O:38])[NH:27][CH2:28][CH2:29][CH2:30][CH2:31][CH2:32][CH2:33][CH2:34][CH2:35][CH2:36][CH3:37])[C:13]([O:15]C(C)(C)C)=[O:14])=[O:10])[C:2]1[CH:7]=[CH:6][CH:5]=[CH:4][CH:3]=1, predict the reaction product. The product is: [CH2:1]([O:8][C:9]([NH:11][C@@H:12]([CH2:20][S:21][CH2:22][C@H:23]([O:39][C:40](=[O:52])[NH:41][CH2:42][CH2:43][CH2:44][CH2:45][CH2:46][CH2:47][CH2:48][CH2:49][CH2:50][CH3:51])[CH2:24][O:25][C:26](=[O:38])[NH:27][CH2:28][CH2:29][CH2:30][CH2:31][CH2:32][CH2:33][CH2:34][CH2:35][CH2:36][CH3:37])[C:13]([OH:15])=[O:14])=[O:10])[C:2]1[CH:3]=[CH:4][CH:5]=[CH:6][CH:7]=1. (3) The product is: [OH:35][CH2:34][CH2:33][NH:32][C:29]([C:26]1[S:25][C:21]2[N:22]=[CH:23][N:24]=[C:19]([NH:18][C:12]3[CH:13]=[CH:14][C:15]([F:17])=[CH:16][C:11]=3[O:10][C@H:7]3[CH2:8][CH2:9][C@H:5]([NH:4][C:1](=[O:3])[CH3:2])[CH2:6]3)[C:20]=2[C:27]=1[CH3:28])=[O:30]. Given the reactants [C:1]([NH:4][C@H:5]1[CH2:9][CH2:8][C@H:7]([O:10][C:11]2[CH:16]=[C:15]([F:17])[CH:14]=[CH:13][C:12]=2[NH:18][C:19]2[C:20]3[C:27]([CH3:28])=[C:26]([C:29](O)=[O:30])[S:25][C:21]=3[N:22]=[CH:23][N:24]=2)[CH2:6]1)(=[O:3])[CH3:2].[NH2:32][CH2:33][CH2:34][OH:35], predict the reaction product. (4) Given the reactants [CH:1]([N:4]1[C:9](=[O:10])[CH:8]=[CH:7][C:6]([C:11]2[C:12]([C:21]3[CH:26]=[CH:25][CH:24]=[CH:23][CH:22]=3)=[N:13][CH:14]=[C:15]([CH:20]=2)[C:16](OC)=[O:17])=[N:5]1)([CH3:3])[CH3:2].[Li+].[BH4-].O.C(Cl)(Cl)Cl, predict the reaction product. The product is: [OH:17][CH2:16][C:15]1[CH:20]=[C:11]([C:6]2[CH:7]=[CH:8][C:9](=[O:10])[N:4]([CH:1]([CH3:2])[CH3:3])[N:5]=2)[C:12]([C:21]2[CH:22]=[CH:23][CH:24]=[CH:25][CH:26]=2)=[N:13][CH:14]=1.